From a dataset of Forward reaction prediction with 1.9M reactions from USPTO patents (1976-2016). Predict the product of the given reaction. Given the reactants [OH:1][C:2]1[CH:7]=[CH:6][C:5]([SH:8])=[CH:4][CH:3]=1.CC(C)([O-])C.[K+].Cl[CH2:16][CH2:17][CH2:18][OH:19], predict the reaction product. The product is: [OH:19][CH2:18][CH2:17][CH2:16][S:8][C:5]1[CH:6]=[CH:7][C:2]([OH:1])=[CH:3][CH:4]=1.